This data is from NCI-60 drug combinations with 297,098 pairs across 59 cell lines. The task is: Regression. Given two drug SMILES strings and cell line genomic features, predict the synergy score measuring deviation from expected non-interaction effect. (1) Drug 1: C#CCC(CC1=CN=C2C(=N1)C(=NC(=N2)N)N)C3=CC=C(C=C3)C(=O)NC(CCC(=O)O)C(=O)O. Drug 2: CN(C(=O)NC(C=O)C(C(C(CO)O)O)O)N=O. Cell line: NCI-H322M. Synergy scores: CSS=-2.71, Synergy_ZIP=1.44, Synergy_Bliss=-0.705, Synergy_Loewe=0.693, Synergy_HSA=-3.84. (2) Drug 1: C1=CN(C(=O)N=C1N)C2C(C(C(O2)CO)O)O.Cl. Drug 2: CC(C)CN1C=NC2=C1C3=CC=CC=C3N=C2N. Cell line: OVCAR3. Synergy scores: CSS=11.4, Synergy_ZIP=-3.11, Synergy_Bliss=-0.435, Synergy_Loewe=-6.06, Synergy_HSA=-3.23.